From a dataset of Reaction yield outcomes from USPTO patents with 853,638 reactions. Predict the reaction yield, written as a fraction of the theoretical maximum amount of product (1.0 means a 100% yield; for example, 0.34 means a 34% yield). (1) The reactants are Br[C:2]1[CH:3]=[CH:4][CH:5]=[C:6]2[C:10]=1[NH:9][CH:8]=[CH:7]2.[C:11]1(B(O)O)[CH:16]=[CH:15][CH:14]=[CH:13][CH:12]=1.C(=O)([O-])[O-].[K+].[K+].ClCCl. The catalyst is O1CCOCC1.O.C1C=CC(P(C2C=CC=CC=2)[C-]2C=CC=C2)=CC=1.C1C=CC(P(C2C=CC=CC=2)[C-]2C=CC=C2)=CC=1.Cl[Pd]Cl.[Fe+2]. The product is [C:11]1([C:2]2[CH:3]=[CH:4][CH:5]=[C:6]3[C:10]=2[NH:9][CH:8]=[CH:7]3)[CH:16]=[CH:15][CH:14]=[CH:13][CH:12]=1. The yield is 0.930. (2) The reactants are [CH:1]([C:4]1[C:9]([C:10]([F:13])([F:12])[F:11])=[C:8]([S:14][C:15]2[CH:20]=[CH:19][CH:18]=[CH:17][CH:16]=2)[CH:7]=[CH:6][C:5]=1[C:21]1[CH:26]=[CH:25][N+:24]([O-])=[CH:23][CH:22]=1)([CH3:3])[CH3:2]. The catalyst is O=P(Cl)(Cl)Cl. The product is [CH:1]([C:4]1[C:9]([C:10]([F:13])([F:11])[F:12])=[C:8]([S:14][C:15]2[CH:20]=[CH:19][CH:18]=[CH:17][CH:16]=2)[CH:7]=[CH:6][C:5]=1[C:21]1[CH:26]=[CH:25][N:24]=[CH:23][CH:22]=1)([CH3:3])[CH3:2]. The yield is 0.820. (3) The product is [BrH:9].[CH3:1][C:2]1[N:3]([CH2:10][CH2:11][O:12][C:13]2[CH:18]=[CH:17][CH:16]=[CH:15][CH:14]=2)[C:4](=[NH:8])[S:5][C:6]=1[CH3:7]. No catalyst specified. The yield is 0.500. The reactants are [CH3:1][C:2]1[N:3]=[C:4]([NH2:8])[S:5][C:6]=1[CH3:7].[Br:9][CH2:10][CH2:11][O:12][C:13]1[CH:18]=[CH:17][CH:16]=[CH:15][CH:14]=1. (4) The reactants are [F:1][C:2]1[CH:7]=[CH:6][C:5]([N:8]2[C:16]3[CH2:15][CH2:14][CH2:13][NH:12][C:11]=3[CH:10]=[N:9]2)=[CH:4][CH:3]=1.[F:17][C:18]([F:33])([F:32])[C:19]1[C:27]2[CH2:26][CH2:25][CH2:24][CH2:23][C:22]=2[N:21]([CH2:28][C:29](O)=[O:30])[N:20]=1.CCN(CC)CC.CN(C(ON1N=NC2C=CC=NC1=2)=[N+](C)C)C.F[P-](F)(F)(F)(F)F. The catalyst is CN(C=O)C. The product is [F:1][C:2]1[CH:3]=[CH:4][C:5]([N:8]2[C:16]3[CH2:15][CH2:14][CH2:13][N:12]([C:29](=[O:30])[CH2:28][N:21]4[C:22]5[CH2:23][CH2:24][CH2:25][CH2:26][C:27]=5[C:19]([C:18]([F:32])([F:17])[F:33])=[N:20]4)[C:11]=3[CH:10]=[N:9]2)=[CH:6][CH:7]=1. The yield is 0.550. (5) The reactants are [C:1]([O:5][C:6]([NH:8][CH2:9][C:10]1[C:11]([CH2:36][CH:37]([CH3:39])[CH3:38])=[N:12][C:13]2[C:18]([C:19]=1[C:20]1[CH:25]=[CH:24][C:23]([CH3:26])=[CH:22][CH:21]=1)=[CH:17][C:16]([O:27][CH:28]([CH2:34][CH3:35])C(OCC)=O)=[CH:15][CH:14]=2)=[O:7])([CH3:4])([CH3:3])[CH3:2].[CH2:40]([OH:42])C.[OH-:43].[Na+].Cl. The catalyst is O1CCCC1. The product is [C:1]([O:5][C:6]([NH:8][CH2:9][C:10]1[C:11]([CH2:36][CH:37]([CH3:39])[CH3:38])=[N:12][C:13]2[C:18]([C:19]=1[C:20]1[CH:25]=[CH:24][C:23]([CH3:26])=[CH:22][CH:21]=1)=[CH:17][C:16]([O:27][CH2:28][CH2:34][CH2:35][C:40]([OH:42])=[O:43])=[CH:15][CH:14]=2)=[O:7])([CH3:2])([CH3:3])[CH3:4]. The yield is 0.760.